Dataset: Peptide-MHC class I binding affinity with 185,985 pairs from IEDB/IMGT. Task: Regression. Given a peptide amino acid sequence and an MHC pseudo amino acid sequence, predict their binding affinity value. This is MHC class I binding data. (1) The peptide sequence is QIYAGIKVR. The MHC is HLA-A68:02 with pseudo-sequence HLA-A68:02. The binding affinity (normalized) is 0.0593. (2) The peptide sequence is RQHGFTPSK. The MHC is HLA-B08:01 with pseudo-sequence HLA-B08:01. The binding affinity (normalized) is 0.0847. (3) The peptide sequence is KLDFIRNTK. The MHC is HLA-B46:01 with pseudo-sequence HLA-B46:01. The binding affinity (normalized) is 0.0847. (4) The MHC is HLA-A24:03 with pseudo-sequence HLA-A24:03. The peptide sequence is LPEFERRTL. The binding affinity (normalized) is 0.0847.